This data is from Reaction yield outcomes from USPTO patents with 853,638 reactions. The task is: Predict the reaction yield, written as a fraction of the theoretical maximum amount of product (1.0 means a 100% yield; for example, 0.34 means a 34% yield). (1) The reactants are [CH3:1][O:2][C:3]1[C:11]([O:12][C@@H:13]2[CH2:18][CH2:17][CH2:16][C@H:15]([NH:19][C:20](=O)[CH2:21][CH3:22])[CH2:14]2)=[CH:10][CH:9]=[C:8]2[C:4]=1[CH:5]=[N:6][NH:7]2.[H-].[Al+3].[Li+].[H-].[H-].[H-].[OH-].[Na+]. The catalyst is O1CCCC1.O. The product is [CH3:1][O:2][C:3]1[C:11]([O:12][C@@H:13]2[CH2:18][CH2:17][CH2:16][C@H:15]([NH:19][CH2:20][CH2:21][CH3:22])[CH2:14]2)=[CH:10][CH:9]=[C:8]2[C:4]=1[CH:5]=[N:6][NH:7]2. The yield is 0.423. (2) The reactants are C([NH:5][S:6]([C:9]1[CH:14]=[CH:13][CH:12]=[C:11]([C:15]2[CH:20]=[C:19]([C:21]3[N:26]=[C:25]([CH:27]([F:29])[F:28])[CH:24]=[C:23]([C:30]4[CH:31]=[N:32][C:33]([C:36]([F:39])([F:38])[F:37])=[CH:34][CH:35]=4)[N:22]=3)[CH:18]=[CH:17][N:16]=2)[CH:10]=1)(=[O:8])=[O:7])(C)(C)C.C(O)(C(F)(F)F)=O. The catalyst is ClCCl. The product is [F:29][CH:27]([F:28])[C:25]1[CH:24]=[C:23]([C:30]2[CH:31]=[N:32][C:33]([C:36]([F:37])([F:39])[F:38])=[CH:34][CH:35]=2)[N:22]=[C:21]([C:19]2[CH:18]=[CH:17][N:16]=[C:15]([C:11]3[CH:10]=[C:9]([S:6]([NH2:5])(=[O:7])=[O:8])[CH:14]=[CH:13][CH:12]=3)[CH:20]=2)[N:26]=1. The yield is 0.220. (3) The reactants are [CH3:1][O:2][C:3](=[O:24])[C@@:4](C)([NH:15][C:16]([O:18][C:19]([CH3:22])([CH3:21])[CH3:20])=[O:17])[CH2:5][C:6]1[CH:11]=[CH:10][C:9]([N+:12]([O-])=O)=[CH:8][CH:7]=1.[Cl-].[NH4+].CO. The catalyst is [Zn].O. The product is [CH3:1][O:2][C:3](=[O:24])[C@@H:4]([NH:15][C:16]([O:18][C:19]([CH3:21])([CH3:20])[CH3:22])=[O:17])[CH2:5][C:6]1[CH:11]=[CH:10][C:9]([NH2:12])=[CH:8][CH:7]=1. The yield is 1.00. (4) The reactants are [N+:1]([C:4]1[CH:9]=[CH:8][C:7]([C:10]2[CH:15]=[CH:14][C:13]([C:16](=[O:28])[CH2:17][C:18]3([C:24]([O:26][CH3:27])=[O:25])[CH2:23][CH2:22][O:21][CH2:20][CH2:19]3)=[CH:12][CH:11]=2)=[CH:6][CH:5]=1)([O-])=O.Cl. The catalyst is C(O)C.[Fe]. The product is [NH2:1][C:4]1[CH:5]=[CH:6][C:7]([C:10]2[CH:11]=[CH:12][C:13]([C:16](=[O:28])[CH2:17][C:18]3([C:24]([O:26][CH3:27])=[O:25])[CH2:19][CH2:20][O:21][CH2:22][CH2:23]3)=[CH:14][CH:15]=2)=[CH:8][CH:9]=1. The yield is 0.910. (5) The reactants are [NH2:1][C:2]1[C:10]2[NH:9][C:8]3[CH2:11][CH2:12][N:13]([C:15]([O:17][C:18]([CH3:21])([CH3:20])[CH3:19])=[O:16])[CH2:14][C:7]=3[C:6]=2[CH:5]=[CH:4][CH:3]=1.[Cl:22][CH2:23][CH2:24][C:25](Cl)=[O:26].C(=O)(O)[O-].[Na+]. The catalyst is C1C=CC=CC=1.CN(C1C=CN=CC=1)C. The product is [Cl:22][CH2:23][CH2:24][C:25]([NH:1][C:2]1[C:10]2[NH:9][C:8]3[CH2:11][CH2:12][N:13]([C:15]([O:17][C:18]([CH3:21])([CH3:20])[CH3:19])=[O:16])[CH2:14][C:7]=3[C:6]=2[CH:5]=[CH:4][CH:3]=1)=[O:26]. The yield is 0.990. (6) The reactants are [C:1]([NH:9][C:10]1[CH:15]=[CH:14][C:13]([C:16]2[CH:24]=[C:23]3[C:19]([CH2:20][N:21]([C@@H:26]([CH:31]([CH3:33])[CH3:32])[C:27]([O:29][CH3:30])=[O:28])[C:22]3=[O:25])=[CH:18][CH:17]=2)=[CH:12][CH:11]=1)(=[O:8])[C:2]1[CH:7]=[CH:6][CH:5]=[CH:4][CH:3]=1.N[C:35]1[CH:40]=[CH:39]C([C:35]2[CH:40]=[C:39]3C(CN([C@@H](C(C)C)C(OC)=O)C3=O)=[CH:37][CH:36]=2)=[CH:37][CH:36]=1.C(C1C=CC(C(Cl)=O)=CC=1)CCCC. No catalyst specified. The product is [CH3:32][CH:31]([CH3:33])[C@H:26]([N:21]1[CH2:20][C:19]2[C:23](=[CH:24][C:16]([C:13]3[CH:12]=[CH:11][C:10]([NH:9][C:1](=[O:8])[C:2]4[CH:3]=[CH:4][C:5]([CH2:37][CH2:36][CH2:35][CH2:40][CH3:39])=[CH:6][CH:7]=4)=[CH:15][CH:14]=3)=[CH:17][CH:18]=2)[C:22]1=[O:25])[C:27]([O:29][CH3:30])=[O:28]. The yield is 0.860. (7) The reactants are [C:1]1(B(O)O)[C:10]2[C:5](=[CH:6][CH:7]=[CH:8][CH:9]=2)[CH:4]=[CH:3][CH:2]=1.Br[C:15]1[CH:19]=[CH:18][S:17][C:16]=1[CH:20]=[O:21].C(=O)([O-])[O-].[Na+].[Na+].COCCOC. The catalyst is C1C=CC([P]([Pd]([P](C2C=CC=CC=2)(C2C=CC=CC=2)C2C=CC=CC=2)([P](C2C=CC=CC=2)(C2C=CC=CC=2)C2C=CC=CC=2)[P](C2C=CC=CC=2)(C2C=CC=CC=2)C2C=CC=CC=2)(C2C=CC=CC=2)C2C=CC=CC=2)=CC=1.O. The product is [C:1]1([C:15]2[CH:19]=[CH:18][S:17][C:16]=2[CH:20]=[O:21])[C:10]2[C:5](=[CH:6][CH:7]=[CH:8][CH:9]=2)[CH:4]=[CH:3][CH:2]=1. The yield is 0.980.